Dataset: Full USPTO retrosynthesis dataset with 1.9M reactions from patents (1976-2016). Task: Predict the reactants needed to synthesize the given product. (1) Given the product [ClH:54].[ClH:54].[CH:40]1([C@H:13]([NH:12][C:10](=[O:11])[C@H:9]([CH3:46])[NH:7][CH3:6])[C:14]([N:16]2[C@H:21]([C:22]([NH:23][C@H:24]3[C:33]4[C:28](=[CH:29][C:30]([F:35])=[CH:31][C:32]=4[F:34])[O:27][CH2:26][CH2:25]3)=[O:36])[CH2:20][N:19]3[CH2:37][CH2:38][CH2:39][C@@H:18]3[CH2:17]2)=[O:15])[CH2:45][CH2:44][CH2:43][CH2:42][CH2:41]1, predict the reactants needed to synthesize it. The reactants are: C(O[C:6](=O)[N:7]([C@@H:9]([CH3:46])[C:10]([NH:12][C@@H:13]([CH:40]1[CH2:45][CH2:44][CH2:43][CH2:42][CH2:41]1)[C:14]([N:16]1[C@H:21]([C:22](=[O:36])[NH:23][C@H:24]2[C:33]3[C:28](=[CH:29][C:30]([F:35])=[CH:31][C:32]=3[F:34])[O:27][CH2:26][CH2:25]2)[CH2:20][N:19]2[CH2:37][CH2:38][CH2:39][C@@H:18]2[CH2:17]1)=[O:15])=[O:11])C)(C)(C)C.C(OCC)(=O)C.[ClH:54]. (2) Given the product [O:1]=[C:2]1[CH2:10][C@@H:9]2[C@:5]([C:11]([O:13][CH3:14])=[O:12])([CH2:6][CH2:7][CH2:8]2)[CH2:4][CH2:3]1.[O:1]=[C:2]1[CH2:10][C@H:9]2[C@:5]([C:11]([O:13][CH3:14])=[O:12])([CH2:6][CH2:7][CH2:8]2)[CH2:4][CH2:3]1, predict the reactants needed to synthesize it. The reactants are: [O:1]=[C:2]1[CH:10]=[C:9]2[C:5]([C:11]([O:13][CH3:14])=[O:12])([CH2:6][CH2:7][CH2:8]2)[CH2:4][CH2:3]1.CC1C=C2N=C3C(=NC(NC3=O)=O)N(C[C@H](O)[C@H](O)[C@H](O)CO)C2=CC=1C. (3) Given the product [Cl:8][C:6]1[C:5]([C:9]([F:12])([F:11])[F:10])=[CH:4][N:3]=[C:2]([NH:25][C@H:26]2[CH2:31][CH2:30][CH2:29][N:28]([C:32]([O:34][C:35]([CH3:38])([CH3:37])[CH3:36])=[O:33])[CH2:27]2)[N:7]=1, predict the reactants needed to synthesize it. The reactants are: Cl[C:2]1[N:7]=[C:6]([Cl:8])[C:5]([C:9]([F:12])([F:11])[F:10])=[CH:4][N:3]=1.C(O)(C)(C)C.C(N(CC)CC)C.[NH2:25][C@H:26]1[CH2:31][CH2:30][CH2:29][N:28]([C:32]([O:34][C:35]([CH3:38])([CH3:37])[CH3:36])=[O:33])[CH2:27]1.